The task is: Predict the product of the given reaction.. This data is from Forward reaction prediction with 1.9M reactions from USPTO patents (1976-2016). (1) The product is: [C:31]([NH:30][C:26]1[CH:25]=[C:24]([N:15]([CH2:16][CH2:17][C:18]2[CH:19]=[CH:20][CH:21]=[CH:22][CH:23]=2)[C:13](=[O:14])[NH:12][C:10]2[S:11][C:7]([S:6][CH2:5][C:4]([OH:34])=[O:3])=[CH:8][N:9]=2)[CH:29]=[CH:28][CH:27]=1)(=[O:33])[CH3:32]. Given the reactants C([O:3][C:4](=[O:34])[CH2:5][S:6][C:7]1[S:11][C:10]([NH:12][C:13]([N:15]([C:24]2[CH:29]=[CH:28][CH:27]=[C:26]([NH:30][C:31](=[O:33])[CH3:32])[CH:25]=2)[CH2:16][CH2:17][C:18]2[CH:23]=[CH:22][CH:21]=[CH:20][CH:19]=2)=[O:14])=[N:9][CH:8]=1)C.C1(CN(C2C=CC(S(C)(=O)=O)=CC=2)C(=O)NC2SC=C(CC(O)=O)N=2)CCCC1.C(NC1C=C(NCCC2C=CC=CC=2)C=CC=1)(=O)C.C(OC(=O)CSC1SC(N)=NC=1)C, predict the reaction product. (2) Given the reactants [CH2:1]([N:3]1[CH2:8][CH2:7][N:6]([CH2:9][C:10]2[CH:18]=[CH:17][C:13]([C:14]([OH:16])=O)=[CH:12][C:11]=2[C:19]([F:22])([F:21])[F:20])[CH2:5][CH2:4]1)[CH3:2].CN(C(ON1N=NC2C=CC=NC1=2)=[N+](C)C)C.F[P-](F)(F)(F)(F)F.CCN(C(C)C)C(C)C.[NH2:56][C@H:57]1[C@H:62]2[C@@H:58]1[O:59][C:60]1[CH:66]=[CH:65][C:64]([O:67][C:68]3[CH:77]=[CH:76][N:75]=[C:74]4[C:69]=3[CH2:70][CH2:71][C:72](=[O:78])[NH:73]4)=[CH:63][C:61]=12, predict the reaction product. The product is: [CH2:1]([N:3]1[CH2:8][CH2:7][N:6]([CH2:9][C:10]2[CH:18]=[CH:17][C:13]([C:14]([NH:56][C@H:57]3[C@H:62]4[C@@H:58]3[O:59][C:60]3[CH:66]=[CH:65][C:64]([O:67][C:68]5[C:69]6[CH2:70][CH2:71][C:72](=[O:78])[NH:73][C:74]=6[N:75]=[CH:76][CH:77]=5)=[CH:63][C:61]=34)=[O:16])=[CH:12][C:11]=2[C:19]([F:21])([F:20])[F:22])[CH2:5][CH2:4]1)[CH3:2]. (3) Given the reactants [Cl:1][C:2]1[CH:3]=[C:4]([N:9]2[CH2:13][C:12]3([CH2:18][CH2:17][N:16](C(OCC4C=CC=CC=4)=O)[CH2:15][CH2:14]3)[O:11][C:10]2=[O:29])[CH:5]=[CH:6][C:7]=1[Cl:8], predict the reaction product. The product is: [Cl:1][C:2]1[CH:3]=[C:4]([N:9]2[CH2:13][C:12]3([CH2:14][CH2:15][NH:16][CH2:17][CH2:18]3)[O:11][C:10]2=[O:29])[CH:5]=[CH:6][C:7]=1[Cl:8]. (4) Given the reactants [C:1]([O:4][CH2:5][CH3:6])(=[O:3])[CH3:2].O1CCC[CH2:8]1.[CH2:12]([C:16](C)=O)[CH:13](C)[CH3:14].C(C(C)=O)C, predict the reaction product. The product is: [C:1]([O:4][CH:5]([CH3:8])[CH3:6])(=[O:3])[CH3:2].[C:5]1([O:4][CH3:1])[CH:6]=[CH:14][CH:13]=[CH:12][CH:16]=1. (5) Given the reactants [CH2:1](N(CC)CC)[CH3:2].Br[C:9]1[CH:14]=[C:13]([Cl:15])[C:12]([N:16]2[CH:26]=[C:19]3[CH:20]=[N+:21]([O-:25])[CH:22]=[C:23]([F:24])[C:18]3=[N:17]2)=[C:11]([Cl:27])[CH:10]=1.C(Cl)(Cl)Cl, predict the reaction product. The product is: [Cl:15][C:13]1[CH:14]=[C:9]([CH:1]=[CH2:2])[CH:10]=[C:11]([Cl:27])[C:12]=1[N:16]1[CH:26]=[C:19]2[CH:20]=[N+:21]([O-:25])[CH:22]=[C:23]([F:24])[C:18]2=[N:17]1. (6) Given the reactants ClCCl.[CH:4]1([C:10]2[C:18]3[C:17](=[O:19])[NH:16][C:15]([C:20]4[CH:25]=[CH:24][C:23]([S:26](Cl)(=[O:28])=[O:27])=[CH:22][C:21]=4[O:30][CH3:31])=[N:14][C:13]=3[N:12]([CH3:32])[N:11]=2)[CH2:9][CH2:8][CH2:7][CH2:6][CH2:5]1.[CH3:33][N:34]1[CH2:39][CH2:38][NH:37][CH2:36][CH2:35]1.C(N(CC)CC)C, predict the reaction product. The product is: [CH:4]1([C:10]2[C:18]3[C:17](=[O:19])[NH:16][C:15]([C:20]4[CH:25]=[CH:24][C:23]([S:26]([N:37]5[CH2:38][CH2:39][N:34]([CH3:33])[CH2:35][CH2:36]5)(=[O:28])=[O:27])=[CH:22][C:21]=4[O:30][CH3:31])=[N:14][C:13]=3[N:12]([CH3:32])[N:11]=2)[CH2:9][CH2:8][CH2:7][CH2:6][CH2:5]1. (7) Given the reactants [CH3:1][N:2]([CH3:20])[C:3]([C:5]1[CH:6]=[C:7]([CH:11]=[C:12]([C:16]([F:19])([F:18])[F:17])[C:13]=1[O:14][CH3:15])[C:8](O)=[O:9])=[O:4].C1(C)C=CC=CC=1.S(Cl)([Cl:30])=O, predict the reaction product. The product is: [CH3:1][N:2]([CH3:20])[C:3]([C:5]1[CH:6]=[C:7]([CH:11]=[C:12]([C:16]([F:19])([F:18])[F:17])[C:13]=1[O:14][CH3:15])[C:8]([Cl:30])=[O:9])=[O:4].